Dataset: Full USPTO retrosynthesis dataset with 1.9M reactions from patents (1976-2016). Task: Predict the reactants needed to synthesize the given product. (1) Given the product [CH:1]([N:4]1[CH2:9][CH2:8][CH:7]([O:10][C:11]2[CH:19]=[CH:18][C:17]3[N:16]4[C@H:20]([CH3:25])[CH2:21][N:22]([CH2:30][C:31]5[CH:36]=[CH:35][CH:34]=[CH:33][N:32]=5)[C:23](=[O:24])[C:15]4=[CH:14][C:13]=3[CH:12]=2)[CH2:6][CH2:5]1)([CH3:3])[CH3:2], predict the reactants needed to synthesize it. The reactants are: [CH:1]([N:4]1[CH2:9][CH2:8][CH:7]([O:10][C:11]2[CH:19]=[CH:18][C:17]3[N:16]4[C@H:20]([CH3:25])[CH2:21][NH:22][C:23](=[O:24])[C:15]4=[CH:14][C:13]=3[CH:12]=2)[CH2:6][CH2:5]1)([CH3:3])[CH3:2].[H-].[Na+].Cl.Cl[CH2:30][C:31]1[CH:36]=[CH:35][CH:34]=[CH:33][N:32]=1. (2) Given the product [Br:12][C:13]1[CH:14]=[C:15]([CH2:19][C:20]([C:9]2[O:8][C:7]([C:1]3[CH:2]=[CH:3][CH:4]=[CH:5][CH:6]=3)=[CH:11][CH:10]=2)=[O:21])[CH:16]=[CH:17][CH:18]=1, predict the reactants needed to synthesize it. The reactants are: [C:1]1([C:7]2[O:8][CH:9]=[CH:10][CH:11]=2)[CH:6]=[CH:5][CH:4]=[CH:3][CH:2]=1.[Br:12][C:13]1[CH:14]=[C:15]([CH2:19][C:20](O)=[O:21])[CH:16]=[CH:17][CH:18]=1.O=P12OP3(OP(OP(O3)(O1)=O)(=O)O2)=O.